From a dataset of NCI-60 drug combinations with 297,098 pairs across 59 cell lines. Regression. Given two drug SMILES strings and cell line genomic features, predict the synergy score measuring deviation from expected non-interaction effect. (1) Drug 1: CC(CN1CC(=O)NC(=O)C1)N2CC(=O)NC(=O)C2. Drug 2: C(CN)CNCCSP(=O)(O)O. Cell line: NCI-H522. Synergy scores: CSS=11.4, Synergy_ZIP=-3.50, Synergy_Bliss=0.456, Synergy_Loewe=-3.38, Synergy_HSA=-0.225. (2) Drug 1: CCC(=C(C1=CC=CC=C1)C2=CC=C(C=C2)OCCN(C)C)C3=CC=CC=C3.C(C(=O)O)C(CC(=O)O)(C(=O)O)O. Drug 2: CC(C)CN1C=NC2=C1C3=CC=CC=C3N=C2N. Cell line: HL-60(TB). Synergy scores: CSS=-1.98, Synergy_ZIP=-0.793, Synergy_Bliss=-3.67, Synergy_Loewe=-4.54, Synergy_HSA=-5.25. (3) Drug 1: CCC(=C(C1=CC=CC=C1)C2=CC=C(C=C2)OCCN(C)C)C3=CC=CC=C3.C(C(=O)O)C(CC(=O)O)(C(=O)O)O. Drug 2: C1CN(P(=O)(OC1)NCCCl)CCCl. Cell line: UACC-257. Synergy scores: CSS=2.92, Synergy_ZIP=-1.04, Synergy_Bliss=-1.53, Synergy_Loewe=-4.90, Synergy_HSA=-1.27. (4) Drug 1: CN1CCC(CC1)COC2=C(C=C3C(=C2)N=CN=C3NC4=C(C=C(C=C4)Br)F)OC. Drug 2: CC(C1=C(C=CC(=C1Cl)F)Cl)OC2=C(N=CC(=C2)C3=CN(N=C3)C4CCNCC4)N. Cell line: OVCAR3. Synergy scores: CSS=20.1, Synergy_ZIP=-4.67, Synergy_Bliss=-0.403, Synergy_Loewe=-9.38, Synergy_HSA=-2.61.